This data is from Rat liver microsome stability data. The task is: Regression/Classification. Given a drug SMILES string, predict its absorption, distribution, metabolism, or excretion properties. Task type varies by dataset: regression for continuous measurements (e.g., permeability, clearance, half-life) or binary classification for categorical outcomes (e.g., BBB penetration, CYP inhibition). Dataset: rlm. (1) The molecule is COc1cc(CNCCO)cc(Cl)c1OCc1ccc(Cl)cc1Cl. The result is 1 (stable in rat liver microsomes). (2) The compound is CC(C)CN1C(=O)CN(Cc2ccc(-c3ccc(F)c(CN4CCCC(C)C4)n3)cc2)C1=O. The result is 1 (stable in rat liver microsomes). (3) The molecule is Cc1cccc(NC(=O)c2nn(C)c(-c3ccc(C(F)(F)F)cc3)c2C)n1. The result is 0 (unstable in rat liver microsomes). (4) The compound is Cc1nc(C(=O)N2CCCCC2CNC(=O)c2cccc3occc23)c(-c2ccc(F)cc2)s1. The result is 0 (unstable in rat liver microsomes). (5) The drug is Cc1nc(N)nc(N[C@@H](C)c2nc3cccc(NCc4ccc(C(=O)NO)cc4)c3c(=O)n2-c2ccccc2)c1C#N. The result is 0 (unstable in rat liver microsomes). (6) The drug is Cc1c(NC2=C(Cl)C(=O)N(c3ccccc3)C2=O)c(=O)n(-c2ccccc2)n1C. The result is 1 (stable in rat liver microsomes). (7) The result is 0 (unstable in rat liver microsomes). The compound is Fc1ccc(-c2ccc(C3(C(F)(F)F)CC3)cc2)nc1.